Dataset: Drug-target binding data from BindingDB using IC50 measurements. Task: Regression. Given a target protein amino acid sequence and a drug SMILES string, predict the binding affinity score between them. We predict pIC50 (pIC50 = -log10(IC50 in M); higher means more potent). Dataset: bindingdb_ic50. (1) The drug is COc1cc(NC(=O)c2ccc(-c3ccc(Cl)cc3)o2)cc(OC)c1. The target protein (O43526) has sequence MVQKSRNGGVYPGPSGEKKLKVGFVGLDPGAPDSTRDGALLIAGSEAPKRGSILSKPRAGGAGAGKPPKRNAFYRKLQNFLYNVLERPRGWAFIYHAYVFLLVFSCLVLSVFSTIKEYEKSSEGALYILEIVTIVVFGVEYFVRIWAAGCCCRYRGWRGRLKFARKPFCVIDIMVLIASIAVLAAGSQGNVFATSALRSLRFLQILRMIRMDRRGGTWKLLGSVVYAHSKELVTAWYIGFLCLILASFLVYLAEKGENDHFDTYADALWWGLITLTTIGYGDKYPQTWNGRLLAATFTLIGVSFFALPAGILGSGFALKVQEQHRQKHFEKRRNPAAGLIQSAWRFYATNLSRTDLHSTWQYYERTVTVPMYSSQTQTYGASRLIPPLNQLELLRNLKSKSGLAFRKDPPPEPSPSKGSPCRGPLCGCCPGRSSQKVSLKDRVFSSPRGVAAKGKGSPQAQTVRRSPSADQSLEDSPSKVPKSWSFGDRSRARQAFRIKG.... The pIC50 is 5.0. (2) The compound is Nc1nc(Nc2ccc(S(N)(=O)=O)cc2)nn1C(=O)c1c(F)cccc1F. The target protein (P63086) has sequence MAAAAAAGPEMVRGQVFDVGPRYTNLSYIGEGAYGMVCSAYDNLNKVRVAIKKISPFEHQTYCQRTLREIKILLRFRHENIIGINDIIRAPTIEQMKDVYIVQDLMETDLYKLLKTQHLSNDHICYFLYQILRGLKYIHSANVLHRDLKPSNLLLNTTCDLKICDFGLARVADPDHDHTGFLTEYVATRWYRAPEIMLNSKGYTKSIDIWSVGCILAEMLSNRPIFPGKHYLDQLNHILGILGSPSQEDLNCIINLKARNYLLSLPHKNKVPWNRLFPNADSKALDLLDKMLTFNPHKRIEVEQALAHPYLEQYYDPSDEPIAEAPFKFDMELDDLPKEKLKELIFEETARFQPGYRS. The pIC50 is 4.7. (3) The small molecule is COc1cc2c(cc1Nc1ncc(Cl)c(Nc3ccccc3S(=O)(=O)C(C)C)n1)CN(CC(=O)N(C)C)CC2. The target protein sequence is MGAIGLLWLLPLLLSTAAVGSGMGTGQRAGSPAAGPPLQPREPLSYSRLQRKSLAVDFVVPSLFRVYARDLLLPPSSSELKAGRPEARGSLALDCAPLLRLLGPAPGVSWTAGSPAPAEARTLSRVLKGGSVRKLRRAKQLVLELGEEAILEGCVGPPGEAAVGLLQFNLSELFSWWIRQGEGRLRIRLMPEKKASEVGREGRLSAAIRASQPRLLFQIFGTGHSSLESPTNMPSPSPDYFTWNLTWIMKDSFPFLSHRSRYGLECSFDFPCELEYSPPLHDLRNQSWSWRRIPSEEASQMDLLDGPGAERSKEMPRGSFLLLNTSADSKHTILSPWMRSSSEHCTLAVSVHRHLQPSGRYIAQLLPHNEAAREILLMPTPGKHGWTVLQGRIGRPDNPFRVALEYISSGNRSLSAVDFFALKNCSEGTSPGSKMALQSSFTCWNGTVLQLGQACDFHQDCAQGEDESQMCRKLPVGFYCNFEDGFCGWTQGTLSPHTPQ.... The pIC50 is 8.0. (4) The drug is CC(Oc1nc2ccccc2nc1N)c1ccccc1. The target protein (B4F110) has sequence MNTQQLAKLRSFVPEMRKVRHIHFVGIGGAGMGGIAEVLANEGYAISGSDLAPNVVTQQLVALGATIYFNHRPENIRDASVVVVSTAISADNPEIIAAREARIPVIRRAEMLAELMRYRHGVAIAGTHGKTTTTAMISNIYAQAGLDPTFVNGGLVKSAGTHARLGCSRYLIAEADESDASFLHLQPMVAVVTNIEADHMDTYHGNFDNLKETFITFLHNLPFYGRAVMCIDDDVIRSIIPKVGRYITTYGFSEDADVRITHYEQKGAQGFFTISREDMPDLDVVLNAPGRHNALNATAAVAVATEEGIADEHILAALLNFQGTGRRFDFLGNFSLEHVNGQEGEVMLVDDYGHHPTEVDATIKAARAGWPDKRLVMLFQPHRYTRTRDLYEDFATVLNQVDILLLTDVYAAGEAPIPGADSRSLCRTIRQRGKLDPIWVSDVENISSILAGVLTDNDLVLVQGAGNIGKIARRLAETKLQPSLSED. The pIC50 is 4.4. (5) The drug is CN1C=CC(C2SC(C(Cl)(Cl)Cl)=CN2c2ccc(S(N)(=O)=O)cc2)C=C1. The target protein (Q63921) has sequence MSRRSLSLQFPLLLLLLLLPPPPVLLTDAGVPSPVNPCCYYPCQNQGVCVRFGLDHYQCDCTRTGYSGPNCTIPEIWTWLRSSLRPSPSFTHFLLTHGYWIWEFVNATFIREVLMRLVITVRSNLIPSPPTYNTAHDYISWESFSNVSYYTRILPSVPKDCPTPMGTKGKKQLPDIHLLAQRLLLRREFIPGPQGTNVLFAFFAQHFTHQFFKTSGKMGPGFTKALGHGVDLGHIYGDSLERQYHLRLFKDGKLKYQVLDGEVYPPSVEQASVLMRYPPGVPPEKQMAVGQEVFGLLPGLMLFSTIWLREHNRVCDLLKEEHPTWDDEQLFQTTRLILIGETIKIIIEEYVQHLSGYFLQLKFDPELLFRAQFQYRNRIALEFNHLYHWHPLMPDSFQVGSQEYSYEQFLFNTSMLVDYGVEALVDAFSRQRAGRIGGGRNFDYHVLHVAEDVIKESREMRLQSFNEYRKRFGLKPYTSFQEFTGEKEMAAELEELYGDI.... The pIC50 is 7.0.